From a dataset of Reaction yield outcomes from USPTO patents with 853,638 reactions. Predict the reaction yield, written as a fraction of the theoretical maximum amount of product (1.0 means a 100% yield; for example, 0.34 means a 34% yield). (1) The reactants are C(OC([N:8]([CH2:21][CH:22]1[CH2:24][CH2:23]1)[CH2:9][C@H:10]([C:14]1[CH:19]=[CH:18][C:17]([Cl:20])=[CH:16][CH:15]=1)[C:11]([OH:13])=[O:12])=O)(C)(C)C.Cl. The catalyst is C(Cl)Cl. The product is [ClH:20].[Cl:20][C:17]1[CH:16]=[CH:15][C:14]([C@@H:10]([CH2:9][NH:8][CH2:21][CH:22]2[CH2:24][CH2:23]2)[C:11]([OH:13])=[O:12])=[CH:19][CH:18]=1. The yield is 0.950. (2) The reactants are ClCCl.F[C:5](F)(F)[C:6]([OH:8])=O.[C:11]([NH:19][C@@H:20]([CH2:37][C:38]1[N:39]=[CH:40][NH:41][CH:42]=1)[C:21]([NH:23][C@@H:24]([CH2:28][C:29]1[CH:34]=[CH:33][C:32]([O:35][CH3:36])=[CH:31][CH:30]=1)[C:25]([OH:27])=O)=[O:22])(=[O:18])[C:12]1[CH:17]=[CH:16][CH:15]=[CH:14][CH:13]=1.CN(C(ON1N=NC2[CH:54]=[CH:55][CH:56]=[CH:57][C:52]1=2)=[N+](C)C)C.[B-](F)(F)(F)F.C[CH2:66][N:67](C(C)C)[CH:68](C)C.FC(F)(F)C(O)=O.[CH2:81](OC1(C2C=CC=CC=2)CNC1)[CH2:82][CH2:83][CH3:84].C(O)(=O)CC(CC(O)=O)(C(O)=O)O. The catalyst is CN(C=O)C.C(Cl)Cl.CN(C=O)C. The product is [CH2:81]([O:8][C:6]1([C:5]2[CH:54]=[CH:55][CH:56]=[CH:57][CH:52]=2)[CH2:68][N:67]([C:25](=[O:27])[C@@H:24]([NH:23][C:21]([C@@H:20]([NH:19][C:11](=[O:18])[C:12]2[CH:17]=[CH:16][CH:15]=[CH:14][CH:13]=2)[CH2:37][C:38]2[N:39]=[CH:40][NH:41][CH:42]=2)=[O:22])[CH2:28][C:29]2[CH:34]=[CH:33][C:32]([O:35][CH3:36])=[CH:31][CH:30]=2)[CH2:66]1)[CH2:82][CH2:83][CH3:84]. The yield is 0.600. (3) The reactants are [CH3:1][O:2][C:3]1[CH:4]=[C:5]2[C:10](=[CH:11][C:12]=1[O:13][CH2:14][CH2:15][CH2:16][N:17]1[CH2:22][CH2:21][O:20][CH2:19][CH2:18]1)[N:9]=[CH:8][CH:7]=[C:6]2[O:23][C:24]1[N:29]=[CH:28][C:27]([NH2:30])=[CH:26][CH:25]=1.[F:31][C:32]1[CH:37]=[CH:36][C:35]([N:38]2[C:43](=[O:44])[C:42]([C:45](O)=[O:46])=[CH:41][CH:40]=[N:39]2)=[CH:34][CH:33]=1. No catalyst specified. The product is [F:31][C:32]1[CH:37]=[CH:36][C:35]([N:38]2[C:43](=[O:44])[C:42]([C:45]([NH:30][C:27]3[CH:28]=[N:29][C:24]([O:23][C:6]4[C:5]5[C:10](=[CH:11][C:12]([O:13][CH2:14][CH2:15][CH2:16][N:17]6[CH2:22][CH2:21][O:20][CH2:19][CH2:18]6)=[C:3]([O:2][CH3:1])[CH:4]=5)[N:9]=[CH:8][CH:7]=4)=[CH:25][CH:26]=3)=[O:46])=[CH:41][CH:40]=[N:39]2)=[CH:34][CH:33]=1. The yield is 0.330.